This data is from Experimentally validated miRNA-target interactions with 360,000+ pairs, plus equal number of negative samples. The task is: Binary Classification. Given a miRNA mature sequence and a target amino acid sequence, predict their likelihood of interaction. (1) The protein sequence of the target gene is MDQTCELPRRNCLLPFSNPVNLDAPEDKDSPFGNGQSNFSEPLNGCTMQLSTVSGTSQNAYGQDSPSCYIPLRRLQDLASMINVEYLNGSADGSESFQDPEKSDSRAQTPIVCTSLSPGGPTALAMKQEPSCNNSPELQVKVTKTIKNGFLHFENFTCVDDADVDSEMDPEQPVTEDESIEEIFEETQTNATCNYETKSENGVKVAMGSEQDSTPESRHGAVKSPFLPLAPQTETQKNKQRNEVDGSNEKAALLPAPFSLGDTNITIEEQLNSINLSFQDDPDSSTSTLGNMLELPGTSS.... The miRNA is hsa-miR-7-5p with sequence UGGAAGACUAGUGAUUUUGUUGUU. Result: 1 (interaction). (2) The miRNA is hsa-miR-6755-5p with sequence UAGGGUAGACACUGACAACGUU. The protein sequence of the target gene is MSEVTRSLLQRWGASFRRGADFDSWGQLVEAIDEYQILARHLQKEAQAQHNNSEFTEEQKKTIGKIATCLELRSAALQSTQSQEEFKLEDLKKLEPILKNILTYNKEFPFDVQPVPLRRILAPGEEENLEFEEDEEEGGAGAGSPDSFPARVPGTLLPRLPSEPGMTLLTIRIEKIGLKDAGQCIDPYITVSVKDLNGIDLTPVQDTPVASRKEDTYVHFNVDIELQKHVEKLTKGAAIFFEFKHYKPKKRFTSTKCFAFMEMDEIKPGPIVIELYKKPTDFKRKKLQLLTKKPLYLHLH.... Result: 1 (interaction).